Predict which catalyst facilitates the given reaction. From a dataset of Catalyst prediction with 721,799 reactions and 888 catalyst types from USPTO. (1) The catalyst class is: 3. Reactant: [C:1]([O:5][C:6]([C:8]1([CH2:12][NH:13][S:14]([C:17]2[CH:18]=[C:19]([CH:23]=[CH:24][CH:25]=2)[C:20](O)=[O:21])(=[O:16])=[O:15])[CH2:11][CH2:10][CH2:9]1)=[O:7])([CH3:4])([CH3:3])[CH3:2].CN1CCOCC1.CN(C(ON1N=NC2C=CC=NC1=2)=[N+](C)C)C.F[P-](F)(F)(F)(F)F.[NH:57]1[C:61]2([CH2:66][CH2:65][NH:64][CH2:63][CH2:62]2)[CH2:60][NH:59]/[C:58]/1=[N:67]\[C:68]([C:70]1[C:75]([NH2:76])=[N:74][C:73]([NH2:77])=[C:72]([Cl:78])[N:71]=1)=[O:69]. Product: [C:1]([O:5][C:6]([C:8]1([CH2:12][NH:13][S:14]([C:17]2[CH:25]=[CH:24][CH:23]=[C:19]([C:20]([N:64]3[CH2:65][CH2:66][C:61]4([NH:57]/[C:58](=[N:67]/[C:68]([C:70]5[C:75]([NH2:76])=[N:74][C:73]([NH2:77])=[C:72]([Cl:78])[N:71]=5)=[O:69])/[NH:59][CH2:60]4)[CH2:62][CH2:63]3)=[O:21])[CH:18]=2)(=[O:15])=[O:16])[CH2:9][CH2:10][CH2:11]1)=[O:7])([CH3:2])([CH3:4])[CH3:3]. (2) The catalyst class is: 28. Reactant: [ClH:1].[CH3:2][N:3]1[C:7]([CH3:8])=[C:6]([C:9]2[CH:18]=[CH:17][CH:16]=[C:15]3[C:10]=2[CH2:11][CH2:12][C@H:13]([NH2:19])[CH2:14]3)[C:5]([CH3:20])=[N:4]1. Product: [ClH:1].[CH3:2][N:3]1[C:7]([CH3:8])=[C:6]([C:9]2[CH:18]=[CH:17][CH:16]=[C:15]3[C:10]=2[CH2:11][CH2:12][C@H:13]([NH2:19])[CH2:14]3)[C:5]([CH3:20])=[N:4]1. (3) Reactant: Br[CH2:2][CH2:3][N:4]1[C:8]([CH2:9]Br)=[CH:7][C:6]([N+:11]([O-:13])=[O:12])=[N:5]1.[CH:14]1([NH2:17])[CH2:16][CH2:15]1. Product: [CH:14]1([N:17]2[CH2:2][CH2:3][N:4]3[N:5]=[C:6]([N+:11]([O-:13])=[O:12])[CH:7]=[C:8]3[CH2:9]2)[CH2:16][CH2:15]1. The catalyst class is: 1. (4) Reactant: [Cl:1][C:2]1[C:7]([C:8]([OH:10])=O)=[CH:6][N:5]=[C:4]2[N:11]([CH2:14][CH3:15])[N:12]=[CH:13][C:3]=12. Product: [Cl:1][C:2]1[C:7]([C:8]2[O:10][C:4]([CH:3]([CH3:13])[CH3:2])=[N:11][N:12]=2)=[CH:6][N:5]=[C:4]2[N:11]([CH2:14][CH3:15])[N:12]=[CH:13][C:3]=12. The catalyst class is: 309. (5) Reactant: Cl[C:2]1[C:3]([CH3:13])=[N:4][C:5]2[C:10]([N:11]=1)=[C:9]([Cl:12])[CH:8]=[CH:7][CH:6]=2.[F:14][C:15]([F:26])([F:25])[C:16]1[CH:21]=[CH:20][CH:19]=[CH:18][C:17]=1B(O)O.C(O)(O)=O. Product: [Cl:12][C:9]1[CH:8]=[CH:7][CH:6]=[C:5]2[C:10]=1[N:11]=[C:2]([C:17]1[CH:18]=[CH:19][CH:20]=[CH:21][C:16]=1[C:15]([F:26])([F:25])[F:14])[C:3]([CH3:13])=[N:4]2. The catalyst class is: 144. (6) Reactant: [OH:1][C:2]1[CH:3]=[C:4]([C:14]2[N:15](C(OC(C)(C)C)=O)[C:16]([C:19]3[S:20][CH:21]=[CH:22][N:23]=3)=[CH:17][CH:18]=2)[CH:5]=[C:6]([O:8][C@@H:9]([CH3:13])[CH2:10][O:11][CH3:12])[CH:7]=1.[F:31][C:32]1[CH:33]=[C:34]([CH:41]=[CH:42][C:43]=1F)[C:35]([N:37]1[CH2:40][CH2:39][CH2:38]1)=[O:36].[H-].[Na+].Cl. Product: [N:37]1([C:35]([C:34]2[CH:41]=[CH:42][C:43]([O:1][C:2]3[CH:3]=[C:4]([C:14]4[NH:15][C:16]([C:19]5[S:20][CH:21]=[CH:22][N:23]=5)=[CH:17][CH:18]=4)[CH:5]=[C:6]([O:8][C@@H:9]([CH3:13])[CH2:10][O:11][CH3:12])[CH:7]=3)=[C:32]([F:31])[CH:33]=2)=[O:36])[CH2:40][CH2:39][CH2:38]1. The catalyst class is: 16.